This data is from NCI-60 drug combinations with 297,098 pairs across 59 cell lines. The task is: Regression. Given two drug SMILES strings and cell line genomic features, predict the synergy score measuring deviation from expected non-interaction effect. (1) Drug 1: C1=CC(=CC=C1CCC2=CNC3=C2C(=O)NC(=N3)N)C(=O)NC(CCC(=O)O)C(=O)O. Drug 2: CC12CCC3C(C1CCC2O)C(CC4=C3C=CC(=C4)O)CCCCCCCCCS(=O)CCCC(C(F)(F)F)(F)F. Cell line: TK-10. Synergy scores: CSS=35.4, Synergy_ZIP=-1.57, Synergy_Bliss=-4.63, Synergy_Loewe=-6.61, Synergy_HSA=-3.56. (2) Drug 1: CC12CCC(CC1=CCC3C2CCC4(C3CC=C4C5=CN=CC=C5)C)O. Drug 2: CC1CCCC2(C(O2)CC(NC(=O)CC(C(C(=O)C(C1O)C)(C)C)O)C(=CC3=CSC(=N3)C)C)C. Cell line: M14. Synergy scores: CSS=0.438, Synergy_ZIP=0.490, Synergy_Bliss=1.08, Synergy_Loewe=-2.03, Synergy_HSA=-1.48. (3) Drug 1: CCC1=CC2CC(C3=C(CN(C2)C1)C4=CC=CC=C4N3)(C5=C(C=C6C(=C5)C78CCN9C7C(C=CC9)(C(C(C8N6C)(C(=O)OC)O)OC(=O)C)CC)OC)C(=O)OC.C(C(C(=O)O)O)(C(=O)O)O. Drug 2: C1C(C(OC1N2C=NC(=NC2=O)N)CO)O. Cell line: MDA-MB-435. Synergy scores: CSS=33.5, Synergy_ZIP=-3.54, Synergy_Bliss=-8.32, Synergy_Loewe=-31.3, Synergy_HSA=-9.07. (4) Synergy scores: CSS=74.0, Synergy_ZIP=-0.527, Synergy_Bliss=0.574, Synergy_Loewe=-1.82, Synergy_HSA=-0.531. Drug 1: CC12CCC3C(C1CCC2=O)CC(=C)C4=CC(=O)C=CC34C. Drug 2: CN(CC1=CN=C2C(=N1)C(=NC(=N2)N)N)C3=CC=C(C=C3)C(=O)NC(CCC(=O)O)C(=O)O. Cell line: RPMI-8226. (5) Drug 1: C1CC(=O)NC(=O)C1N2CC3=C(C2=O)C=CC=C3N. Drug 2: CN(C)C1=NC(=NC(=N1)N(C)C)N(C)C. Cell line: SF-268. Synergy scores: CSS=0.347, Synergy_ZIP=1.18, Synergy_Bliss=4.65, Synergy_Loewe=0.399, Synergy_HSA=-0.713. (6) Drug 1: CCC(=C(C1=CC=CC=C1)C2=CC=C(C=C2)OCCN(C)C)C3=CC=CC=C3.C(C(=O)O)C(CC(=O)O)(C(=O)O)O. Drug 2: CC12CCC3C(C1CCC2O)C(CC4=C3C=CC(=C4)O)CCCCCCCCCS(=O)CCCC(C(F)(F)F)(F)F. Cell line: UACC62. Synergy scores: CSS=7.67, Synergy_ZIP=1.80, Synergy_Bliss=5.81, Synergy_Loewe=3.23, Synergy_HSA=3.66. (7) Drug 1: CC1=CC2C(CCC3(C2CCC3(C(=O)C)OC(=O)C)C)C4(C1=CC(=O)CC4)C. Drug 2: CC1=C(C(CCC1)(C)C)C=CC(=CC=CC(=CC(=O)O)C)C. Cell line: MDA-MB-231. Synergy scores: CSS=-10.8, Synergy_ZIP=8.66, Synergy_Bliss=5.17, Synergy_Loewe=-5.03, Synergy_HSA=-6.52. (8) Drug 1: CC1=C(C(=CC=C1)Cl)NC(=O)C2=CN=C(S2)NC3=CC(=NC(=N3)C)N4CCN(CC4)CCO. Drug 2: CC(C)(C#N)C1=CC(=CC(=C1)CN2C=NC=N2)C(C)(C)C#N. Cell line: SN12C. Synergy scores: CSS=10.9, Synergy_ZIP=-2.18, Synergy_Bliss=-4.20, Synergy_Loewe=-11.8, Synergy_HSA=-4.77. (9) Drug 1: C1=CN(C=N1)CC(O)(P(=O)(O)O)P(=O)(O)O. Drug 2: C1CN(P(=O)(OC1)NCCCl)CCCl. Cell line: SF-268. Synergy scores: CSS=4.41, Synergy_ZIP=-0.717, Synergy_Bliss=2.28, Synergy_Loewe=0.970, Synergy_HSA=1.53. (10) Drug 1: C1CCC(CC1)NC(=O)N(CCCl)N=O. Drug 2: CC(C)(C#N)C1=CC(=CC(=C1)CN2C=NC=N2)C(C)(C)C#N. Cell line: OVCAR-4. Synergy scores: CSS=2.02, Synergy_ZIP=-2.16, Synergy_Bliss=-3.73, Synergy_Loewe=-1.79, Synergy_HSA=-2.94.